This data is from Forward reaction prediction with 1.9M reactions from USPTO patents (1976-2016). The task is: Predict the product of the given reaction. (1) Given the reactants [N:1]1[N:2]([CH2:6][C@@H:7]2[C@H:10]([NH:11][C:12](=[O:39])/[C:13](=[N:27]\[O:28][C:29]([CH3:38])([CH3:37])[C:30]([O:32]C(C)(C)C)=[O:31])/[C:14]3[N:15]=[C:16]([NH:19]C(OC(C)(C)C)=O)[S:17][CH:18]=3)[C:9](=[O:40])[N:8]2[S:41]([OH:44])(=[O:43])=[O:42])[N:3]=[CH:4][CH:5]=1, predict the reaction product. The product is: [N:3]1[N:2]([CH2:6][C@@H:7]2[C@H:10]([NH:11][C:12](=[O:39])/[C:13](=[N:27]\[O:28][C:29]([CH3:38])([CH3:37])[C:30]([OH:32])=[O:31])/[C:14]3[N:15]=[C:16]([NH2:19])[S:17][CH:18]=3)[C:9](=[O:40])[N:8]2[S:41]([OH:44])(=[O:42])=[O:43])[N:1]=[CH:5][CH:4]=1. (2) Given the reactants [Cl:1][C:2]1[CH:10]=[CH:9][CH:8]=[CH:7][C:3]=1[C:4]([OH:6])=O.[F:11][C:12]([F:28])([F:27])[C:13]1[N:18]=[CH:17][C:16]([C:19]2([CH2:25][NH2:26])[CH2:24][CH2:23][O:22][CH2:21][CH2:20]2)=[CH:15][N:14]=1, predict the reaction product. The product is: [Cl:1][C:2]1[CH:10]=[CH:9][CH:8]=[CH:7][C:3]=1[C:4]([NH:26][CH2:25][C:19]1([C:16]2[CH:17]=[N:18][C:13]([C:12]([F:28])([F:27])[F:11])=[N:14][CH:15]=2)[CH2:24][CH2:23][O:22][CH2:21][CH2:20]1)=[O:6]. (3) Given the reactants C([O:3][C:4]([C:6]1[CH:7]=[C:8]2[C:13](=[CH:14][CH:15]=1)[N:12]=[CH:11][N:10]=[CH:9]2)=[O:5])C.[OH-].[Na+].Cl, predict the reaction product. The product is: [N:12]1[C:13]2[C:8](=[CH:7][C:6]([C:4]([OH:5])=[O:3])=[CH:15][CH:14]=2)[CH:9]=[N:10][CH:11]=1. (4) Given the reactants [F:1][C:2]1[CH:3]=[N:4][C:5]2[C:10]([C:11]=1[O:12][C:13]1[CH:14]=[C:15]3[C:20](=[CH:21][CH:22]=1)[C:19]([C:23](Cl)=[O:24])=[CH:18][CH:17]=[CH:16]3)=[CH:9][C:8]([O:26][CH3:27])=[C:7]([O:28][CH3:29])[CH:6]=2.FC1C=NC2C(C=1OC1C=C3C(=CC=1)C(C(O)=O)=CC=C3)=CC(OC)=C(OC)C=2.C(Cl)(=O)C(Cl)=O.[NH2:65][C:66]1[CH:70]=[C:69]([C:71]([CH3:74])([CH3:73])[CH3:72])[O:68][N:67]=1, predict the reaction product. The product is: [CH3:72][C:71]([C:69]1[O:68][N:67]=[C:66]([NH:65][C:23]([C:19]2[C:20]3[C:15](=[CH:14][C:13]([O:12][C:11]4[C:10]5[C:5](=[CH:6][C:7]([O:28][CH3:29])=[C:8]([O:26][CH3:27])[CH:9]=5)[N:4]=[CH:3][C:2]=4[F:1])=[CH:22][CH:21]=3)[CH:16]=[CH:17][CH:18]=2)=[O:24])[CH:70]=1)([CH3:74])[CH3:73]. (5) Given the reactants [CH2:1]([NH:8][C:9]([C:11]1[S:15][CH:14]=[N:13][C:12]=1[CH3:16])=[O:10])[C:2]1[CH:7]=[CH:6][CH:5]=[CH:4][CH:3]=1.C[Si]([N-][Si](C)(C)C)(C)C.[Li+].CN(C)[CH:29]=[O:30], predict the reaction product. The product is: [CH2:1]([NH:8][C:9]([C:11]1[S:15][C:14]([CH:29]=[O:30])=[N:13][C:12]=1[CH3:16])=[O:10])[C:2]1[CH:3]=[CH:4][CH:5]=[CH:6][CH:7]=1. (6) Given the reactants [CH2:1]=O.[C@H:3]12[CH2:9][C@H:6]([NH:7][CH2:8]1)[CH2:5][O:4]2.C[Si]([N:14]=[N+:15]=[N-:16])(C)C.[N+:17]([C:19]1[CH:26]=[CH:25][C:22]([C:23]#[N:24])=[C:21]([C:27]([F:30])([F:29])[F:28])[CH:20]=1)#[C-:18], predict the reaction product. The product is: [C@H:3]12[CH2:9][C@H:6]([N:7]([CH2:1][C:18]3[N:17]([C:19]4[CH:26]=[CH:25][C:22]([C:23]#[N:24])=[C:21]([C:27]([F:28])([F:29])[F:30])[CH:20]=4)[N:16]=[N:15][N:14]=3)[CH2:8]1)[CH2:5][O:4]2. (7) Given the reactants [Si:1]([O:8][CH:9]1[CH2:13][CH2:12][N:11]([C:14]2[CH:22]=[C:21]3[C:17]([C:18]4[C:26]([C:27]5[C:28]([CH3:45])=[C:29]([NH:33][CH2:34][C:35]6[CH:43]=[CH:42][C:41]([Cl:44])=[CH:40][C:36]=6[C:37](O)=[O:38])[CH:30]=[CH:31][CH:32]=5)=[CH:25][N:24]=[C:23]([C:46](=[O:48])[NH2:47])[C:19]=4[NH:20]3)=[CH:16][CH:15]=2)[CH2:10]1)([C:4]([CH3:7])([CH3:6])[CH3:5])([CH3:3])[CH3:2].CCN(C(C)C)C(C)C.CN1CCOCC1.F[P-](F)(F)(F)(F)F.N1(O[P+](N(C)C)(N(C)C)N(C)C)C2C=CC=CC=2N=N1, predict the reaction product. The product is: [Si:1]([O:8][CH:9]1[CH2:13][CH2:12][N:11]([C:14]2[CH:22]=[C:21]3[C:17]([C:18]4[C:26]([C:27]5[CH:32]=[CH:31][CH:30]=[C:29]([N:33]6[CH2:34][C:35]7[C:36](=[CH:40][C:41]([Cl:44])=[CH:42][CH:43]=7)[C:37]6=[O:38])[C:28]=5[CH3:45])=[CH:25][N:24]=[C:23]([C:46]([NH2:47])=[O:48])[C:19]=4[NH:20]3)=[CH:16][CH:15]=2)[CH2:10]1)([C:4]([CH3:7])([CH3:5])[CH3:6])([CH3:2])[CH3:3]. (8) Given the reactants [CH3:1][C:2]([CH3:11])=[CH:3]/[CH:4]=[C:5](\[C:8]([CH3:10])=[CH2:9])/[CH:6]=[O:7].[BH4-].[Na+].O, predict the reaction product. The product is: [CH3:1][C:2]([CH3:11])=[CH:3]/[CH:4]=[C:5](\[C:8]([CH3:10])=[CH2:9])/[CH2:6][OH:7].